This data is from Forward reaction prediction with 1.9M reactions from USPTO patents (1976-2016). The task is: Predict the product of the given reaction. (1) Given the reactants Br[C:2](Br)=[CH:3][C:4]1[CH:9]=[C:8]([O:10][CH3:11])[C:7]([O:12][CH3:13])=[CH:6][C:5]=1[NH2:14].[C:16]1(B(O)O)[CH:21]=[CH:20][CH:19]=[CH:18][CH:17]=1.[O-]P([O-])([O-])=O.[K+].[K+].[K+].O.CO[C:36]1[CH:37]=[CH:38][CH:39]=[C:40](OC)[C:41]=1[C:36]1[CH:41]=[CH:40][CH:39]=[CH:38][C:37]=1P(C1CCCCC1)C1CCCCC1.[C:63]1(C)[CH:68]=[CH:67][CH:66]=[CH:65][CH:64]=1, predict the reaction product. The product is: [CH2:11]([O:10][C:8]1[CH:9]=[C:4]2[C:5](=[CH:6][C:7]=1[O:12][CH2:13][C:36]1[CH:37]=[CH:38][CH:39]=[CH:40][CH:41]=1)[NH:14][C:2]([C:63]1[CH:68]=[CH:67][CH:66]=[CH:65][CH:64]=1)=[CH:3]2)[C:16]1[CH:21]=[CH:20][CH:19]=[CH:18][CH:17]=1. (2) Given the reactants [C:1]([O:5][C:6]([CH2:8][C:9]1[C:10]([CH3:29])=[N:11][C:12]2[N:13]([CH:23]=[C:24](C(O)=O)[N:25]=2)[C:14]=1[C:15]1[CH:20]=[CH:19][C:18]([Cl:21])=[CH:17][C:16]=1[Cl:22])=[O:7])([CH3:4])([CH3:3])[CH3:2].C1C=CC(P(N=[N+]=[N-])(C2C=CC=CC=2)=[O:37])=CC=1.[C:47]1([CH2:53][OH:54])[CH:52]=[CH:51][CH:50]=[CH:49][CH:48]=1.CC[N:57]([CH2:60]C)CC, predict the reaction product. The product is: [C:1]([O:5][C:6]([CH2:8][C:9]1[C:10]([CH3:29])=[N:11][C:12]2[N:13]([CH:23]=[C:24]([NH:57][C:60]([O:54][CH2:53][C:47]3[CH:52]=[CH:51][CH:50]=[CH:49][CH:48]=3)=[O:37])[N:25]=2)[C:14]=1[C:15]1[CH:20]=[CH:19][C:18]([Cl:21])=[CH:17][C:16]=1[Cl:22])=[O:7])([CH3:4])([CH3:2])[CH3:3]. (3) The product is: [Br:1][C:2]1[N:7]=[C:6]([C:8]([Cl:13])=[O:10])[CH:5]=[CH:4][CH:3]=1. Given the reactants [Br:1][C:2]1[N:7]=[C:6]([C:8]([OH:10])=O)[CH:5]=[CH:4][CH:3]=1.O=S(Cl)[Cl:13], predict the reaction product. (4) Given the reactants Br[C:2]1[C:3](=[O:10])[N:4]([CH3:9])[CH:5]=[C:6]([Br:8])[CH:7]=1.[N:11]1[C:16]([NH2:17])=[CH:15][CH:14]=[CH:13][C:12]=1[NH2:18].CC1(C)C2C(=C(P(C3C=CC=CC=3)C3C=CC=CC=3)C=CC=2)OC2C(P(C3C=CC=CC=3)C3C=CC=CC=3)=CC=CC1=2.C(=O)([O-])[O-].[Cs+].[Cs+], predict the reaction product. The product is: [NH2:18][C:12]1[N:11]=[C:16]([NH:17][C:2]2[C:3](=[O:10])[N:4]([CH3:9])[CH:5]=[C:6]([Br:8])[CH:7]=2)[CH:15]=[CH:14][CH:13]=1. (5) Given the reactants [C:1]([O:5][C:6]([N:8]1[CH2:17][C:16]([CH3:19])([CH3:18])[C:15]2[C:10](=[C:11]([NH2:20])[CH:12]=[CH:13][CH:14]=2)[CH2:9]1)=[O:7])([CH3:4])([CH3:3])[CH3:2].CCN(C(C)C)C(C)C.[CH2:30]([O:32][C:33](=[O:36])[CH2:34]Br)[CH3:31], predict the reaction product. The product is: [C:1]([O:5][C:6]([N:8]1[CH2:17][C:16]([CH3:19])([CH3:18])[C:15]2[C:10](=[C:11]([NH:20][CH2:34][C:33]([O:32][CH2:30][CH3:31])=[O:36])[CH:12]=[CH:13][CH:14]=2)[CH2:9]1)=[O:7])([CH3:4])([CH3:2])[CH3:3]. (6) Given the reactants [CH2:1]([O:8][C:9]1[CH:10]=[CH:11][C:12]2[O:16][C:15]([C:17](=[O:21])[CH:18]([CH3:20])[CH3:19])=[C:14]([CH3:22])[C:13]=2[CH:23]=1)[C:2]1[CH:7]=[CH:6][CH:5]=[CH:4][CH:3]=1.[BH4-].[Na+], predict the reaction product. The product is: [CH2:1]([O:8][C:9]1[CH:10]=[CH:11][C:12]2[O:16][C:15]([CH:17]([OH:21])[CH:18]([CH3:19])[CH3:20])=[C:14]([CH3:22])[C:13]=2[CH:23]=1)[C:2]1[CH:3]=[CH:4][CH:5]=[CH:6][CH:7]=1. (7) Given the reactants [Br-].[K+].[OH:3][CH2:4][C@H:5]1[O:10][C:9]([CH3:12])([CH3:11])[O:8][C@@H:7]([CH2:13][C:14]([N:16]([CH:20]([CH3:22])[CH3:21])[CH:17]([CH3:19])[CH3:18])=[O:15])[CH2:6]1.Cl[O-].[Na+], predict the reaction product. The product is: [CH:4]([C@H:5]1[O:10][C:9]([CH3:11])([CH3:12])[O:8][C@@H:7]([CH2:13][C:14]([N:16]([CH:17]([CH3:19])[CH3:18])[CH:20]([CH3:21])[CH3:22])=[O:15])[CH2:6]1)=[O:3].